This data is from Catalyst prediction with 721,799 reactions and 888 catalyst types from USPTO. The task is: Predict which catalyst facilitates the given reaction. (1) Reactant: [CH:1]1([NH:6][C:7]2[C:8]([CH3:17])=[C:9]([CH:14]=[CH:15][CH:16]=2)[C:10]([O:12][CH3:13])=[O:11])[CH2:5][CH2:4][CH2:3][CH2:2]1.[C:18](=O)([O-])[O-].[Cs+].[Cs+].CI. Product: [CH:1]1([N:6]([CH3:18])[C:7]2[C:8]([CH3:17])=[C:9]([CH:14]=[CH:15][CH:16]=2)[C:10]([O:12][CH3:13])=[O:11])[CH2:5][CH2:4][CH2:3][CH2:2]1. The catalyst class is: 10. (2) Reactant: [C:1]([C:3]1[C:13]2[CH2:12][CH2:11][N:10]([C:14]([O:16][C:17]([CH3:20])([CH3:19])[CH3:18])=[O:15])[CH2:9][CH2:8][C:7]=2[CH:6]=[CH:5][CH:4]=1)#[N:2].Cl.[NH2:22][OH:23].C(=O)(O)[O-].[Na+]. Product: [OH:23][NH:22][C:1](=[NH:2])[C:3]1[C:13]2[CH2:12][CH2:11][N:10]([C:14]([O:16][C:17]([CH3:19])([CH3:18])[CH3:20])=[O:15])[CH2:9][CH2:8][C:7]=2[CH:6]=[CH:5][CH:4]=1. The catalyst class is: 8.